This data is from Full USPTO retrosynthesis dataset with 1.9M reactions from patents (1976-2016). The task is: Predict the reactants needed to synthesize the given product. The reactants are: Cl.[NH2:2][C@H:3]([CH2:20][C:21]1[CH:26]=[C:25]([F:27])[C:24]([F:28])=[CH:23][C:22]=1[F:29])[CH2:4][C:5]([N:7]1[CH2:12][CH2:11][NH:10][C:9](=[O:13])[C@H:8]1[CH2:14][O:15][C:16]([CH3:19])([CH3:18])[CH3:17])=[O:6].C(=O)([O-])O.[Na+]. Given the product [NH2:2][C@H:3]([CH2:20][C:21]1[CH:26]=[C:25]([F:27])[C:24]([F:28])=[CH:23][C:22]=1[F:29])[CH2:4][C:5]([N:7]1[CH2:12][CH2:11][NH:10][C:9](=[O:13])[C@H:8]1[CH2:14][O:15][C:16]([CH3:17])([CH3:18])[CH3:19])=[O:6], predict the reactants needed to synthesize it.